From a dataset of Catalyst prediction with 721,799 reactions and 888 catalyst types from USPTO. Predict which catalyst facilitates the given reaction. (1) Reactant: [CH3:1][O:2][CH2:3][CH2:4]Cl.[OH:6][C:7]1[C:14]([OH:15])=[CH:13][CH:12]=[CH:11][C:8]=1[CH:9]=[O:10].[I-].[K+].C(=O)([O-])[O-].[K+].[K+]. Product: [OH:15][C:14]1[C:7]([O:6][CH2:4][CH2:3][O:2][CH3:1])=[C:8]([CH:11]=[CH:12][CH:13]=1)[CH:9]=[O:10]. The catalyst class is: 3. (2) Reactant: [Cl-].[Br:2][C:3]1[CH:4]=[C:5]2[N:11]=[C:10]([CH2:12][P+](CCCC)(CCCC)CCCC)[NH:9][C:6]2=[N:7][CH:8]=1.[H-].[Na+].[CH:28]([C:30]1[N:35]=[C:34]([NH:36][C:37](=[O:39])[CH3:38])[CH:33]=[C:32]([CH3:40])[CH:31]=1)=O. Product: [Br:2][C:3]1[CH:4]=[C:5]2[N:11]=[C:10](/[CH:12]=[CH:28]/[C:30]3[N:35]=[C:34]([NH:36][C:37](=[O:39])[CH3:38])[CH:33]=[C:32]([CH3:40])[CH:31]=3)[NH:9][C:6]2=[N:7][CH:8]=1. The catalyst class is: 7. (3) Reactant: [CH:1]1([C@H:5]([NH:7][C:8]2[N:16]=[C:15]([C:17]([O:19][CH3:20])=[O:18])[N:14]=[C:13]3[C:9]=2[N:10]([CH2:45][C:46]2[CH:51]=[CH:50][C:49]([C:52]([F:55])([F:54])[F:53])=[CH:48][CH:47]=2)[C:11]([CH:21]2[CH2:26][CH2:25][CH2:24][C:23](=NNS(C4C=CC(C)=CC=4)(=O)=O)[CH:22]2[C:39]2[CH:44]=[CH:43][CH:42]=[CH:41][CH:40]=2)=[N:12]3)[CH3:6])[CH2:4][CH2:3][CH2:2]1.CS(C)=O.C1CCCCC1.[BH3-]C#N.[Na+]. Product: [CH:1]1([C@H:5]([NH:7][C:8]2[N:16]=[C:15]([C:17]([O:19][CH3:20])=[O:18])[N:14]=[C:13]3[C:9]=2[N:10]([CH2:45][C:46]2[CH:51]=[CH:50][C:49]([C:52]([F:53])([F:54])[F:55])=[CH:48][CH:47]=2)[C:11]([CH:21]2[CH2:26][CH2:25][CH2:24][CH2:23][CH:22]2[C:39]2[CH:44]=[CH:43][CH:42]=[CH:41][CH:40]=2)=[N:12]3)[CH3:6])[CH2:4][CH2:3][CH2:2]1. The catalyst class is: 3. (4) Reactant: [CH:1]1([C:4]2[CH:5]=[N:6][C:7]([NH:10][C:11]3[CH:16]=[CH:15][C:14]([C@H:17]4[O:22][CH2:21][CH2:20][N:19](C(OC(C)(C)C)=O)[CH2:18]4)=[C:13]([F:30])[CH:12]=3)=[N:8][CH:9]=2)[CH2:3][CH2:2]1.FC(F)(F)C(O)=O.CCOC(C)=O. Product: [CH:1]1([C:4]2[CH:5]=[N:6][C:7]([NH:10][C:11]3[CH:16]=[CH:15][C:14]([C@H:17]4[O:22][CH2:21][CH2:20][NH:19][CH2:18]4)=[C:13]([F:30])[CH:12]=3)=[N:8][CH:9]=2)[CH2:3][CH2:2]1. The catalyst class is: 47. (5) Reactant: C(OC([NH:8][CH2:9][CH2:10][CH2:11][CH2:12][CH2:13][CH2:14][O:15][C:16]1[C:39]([O:40][CH3:41])=[CH:38][C:19]2[C:20]3[N:25]([CH:26]([C:28]([CH3:33])([CH3:32])[CH2:29][O:30][CH3:31])[CH2:27][C:18]=2[CH:17]=1)[CH:24]=[C:23]([C:34]([OH:36])=[O:35])[C:22](=[O:37])[CH:21]=3)=O)(C)(C)C.Cl.C([O-])([O-])=O.[Na+].[Na+]. Product: [NH2:8][CH2:9][CH2:10][CH2:11][CH2:12][CH2:13][CH2:14][O:15][C:16]1[C:39]([O:40][CH3:41])=[CH:38][C:19]2[C:20]3[N:25]([CH:26]([C:28]([CH3:33])([CH3:32])[CH2:29][O:30][CH3:31])[CH2:27][C:18]=2[CH:17]=1)[CH:24]=[C:23]([C:34]([OH:36])=[O:35])[C:22](=[O:37])[CH:21]=3. The catalyst class is: 1. (6) Reactant: Cl.[CH3:2][N:3]([CH3:13])[C:4]1[CH:5]=[C:6]([CH:10]=[CH:11][N:12]=1)[C:7]([OH:9])=O.[CH3:14][O:15][C:16]1[CH:21]=[CH:20][C:19]([CH:22]2[CH2:27][CH2:26][CH2:25][NH:24][CH2:23]2)=[CH:18][CH:17]=1.C(N(CC)CC)C.CCCP(=O)=O. Product: [CH3:14][O:15][C:16]1[CH:17]=[CH:18][C:19]([CH:22]2[CH2:27][CH2:26][CH2:25][N:24]([C:7]([C:6]3[CH:10]=[CH:11][N:12]=[C:4]([N:3]([CH3:2])[CH3:13])[CH:5]=3)=[O:9])[CH2:23]2)=[CH:20][CH:21]=1. The catalyst class is: 2. (7) Reactant: Cl[C:2]1[N:7]=[C:6]([NH:8][CH3:9])[CH:5]=[N:4][CH:3]=1.[CH3:10][O:11][C:12]1[CH:17]=[C:16]([O:18][C:19]([F:22])([F:21])[F:20])[CH:15]=[CH:14][C:13]=1B(O)O.C([O-])([O-])=O.[Na+].[Na+]. Product: [CH3:10][O:11][C:12]1[CH:17]=[C:16]([O:18][C:19]([F:20])([F:21])[F:22])[CH:15]=[CH:14][C:13]=1[C:2]1[N:7]=[C:6]([NH:8][CH3:9])[CH:5]=[N:4][CH:3]=1. The catalyst class is: 109.